Dataset: Full USPTO retrosynthesis dataset with 1.9M reactions from patents (1976-2016). Task: Predict the reactants needed to synthesize the given product. Given the product [Cl:9][C:7]1[CH:6]=[C:5]([C:10]2[NH:11][C:12]3[C:17]([CH:18]=2)=[CH:16][C:15]([C:19](=[NH:20])[NH:31][C:32]2[CH:37]=[CH:36][CH:35]=[CH:34][CH:33]=2)=[CH:14][CH:13]=3)[CH:4]=[C:3]([Cl:2])[CH:8]=1, predict the reactants needed to synthesize it. The reactants are: [Cl-].[Cl:2][C:3]1[CH:4]=[C:5]([C:10]2[NH:11][C:12]3[C:17]([CH:18]=2)=[CH:16][C:15]([C:19](OCC)=[NH2+:20])=[CH:14][CH:13]=3)[CH:6]=[C:7]([Cl:9])[CH:8]=1.C(N(CC)CC)C.[NH2:31][C:32]1[CH:37]=[CH:36][CH:35]=[CH:34][CH:33]=1.